Dataset: Forward reaction prediction with 1.9M reactions from USPTO patents (1976-2016). Task: Predict the product of the given reaction. (1) Given the reactants [CH:1]1([CH2:4][O:5][C:6]2[CH:11]=[CH:10][C:9]([S:12]([CH2:15][CH3:16])(=[O:14])=[O:13])=[CH:8][C:7]=2[C:17]2[CH:18]=[C:19]([OH:25])[C:20](=[O:24])[N:21]([CH3:23])[CH:22]=2)[CH2:3][CH2:2]1.Cl[C:27]([F:32])([F:31])C([O-])=O.[Na+].C([O-])([O-])=O.[K+].[K+], predict the reaction product. The product is: [CH:1]1([CH2:4][O:5][C:6]2[CH:11]=[CH:10][C:9]([S:12]([CH2:15][CH3:16])(=[O:14])=[O:13])=[CH:8][C:7]=2[C:17]2[CH:18]=[C:19]([O:25][CH:27]([F:32])[F:31])[C:20](=[O:24])[N:21]([CH3:23])[CH:22]=2)[CH2:3][CH2:2]1. (2) Given the reactants [CH2:1]([C:3]1[C:4]([O:13][CH3:14])=[N:5][C:6]([CH3:12])=[C:7]([CH:11]=1)[C:8]([OH:10])=O)[CH3:2].F[B-](F)(F)F.O=C1C=CC=CN1OC(N(C)C)=[N+](C)C.O.OC1C2N=NNC=2C=CC=1.[C:46]([NH:49][NH2:50])(=[O:48])[CH3:47].C(N(C(C)C)C(C)C)C, predict the reaction product. The product is: [C:46]([NH:49][NH:50][C:8](=[O:10])[C:7]1[CH:11]=[C:3]([CH2:1][CH3:2])[C:4]([O:13][CH3:14])=[N:5][C:6]=1[CH3:12])(=[O:48])[CH3:47]. (3) Given the reactants O.ON1C2C=CC=CC=2N=N1.CCN(C(C)C)C(C)C.CN1CCOCC1.Cl.[CH3:29][N:30]([CH3:39])[CH2:31][CH2:32][CH2:33][N:34]=[C:35]=[N:36][CH2:37][CH3:38], predict the reaction product. The product is: [CH3:38][CH2:37][N:36]=[C:35]=[N:34][CH2:33][CH2:32][CH2:31][N:30]([CH3:39])[CH3:29]. (4) Given the reactants [OH:1][CH2:2][CH:3]1[C:12]2[C:7](=[C:8]3[CH2:15][O:14][C:13](=[O:16])[C:9]3=[CH:10][CH:11]=2)[CH2:6][CH2:5][O:4]1.[C:17]1([CH3:27])[CH:22]=[CH:21][C:20]([S:23](Cl)(=[O:25])=[O:24])=[CH:19][CH:18]=1.N1C=CC=CC=1, predict the reaction product. The product is: [O:16]=[C:13]1[C:9]2[C:8](=[C:7]3[C:12](=[CH:11][CH:10]=2)[CH:3]([CH2:2][O:1][S:23]([C:20]2[CH:21]=[CH:22][C:17]([CH3:27])=[CH:18][CH:19]=2)(=[O:25])=[O:24])[O:4][CH2:5][CH2:6]3)[CH2:15][O:14]1. (5) Given the reactants Cl.[CH2:2]([NH2:4])[CH3:3].Cl[C:6]1[N:14]=[C:13]([Cl:15])[CH:12]=[CH:11][C:7]=1[C:8]([OH:10])=[O:9].C(N(CC)CC)C.Cl, predict the reaction product. The product is: [Cl:15][C:13]1[CH:12]=[CH:11][C:7]([C:8]([OH:10])=[O:9])=[C:6]([NH:4][CH2:2][CH3:3])[N:14]=1. (6) The product is: [S:7]1[C:11]2[CH:12]=[CH:13][CH:14]=[CH:15][C:10]=2[CH:9]=[C:8]1[CH2:16][OH:17]. Given the reactants [H-].[Al+3].[Li+].[H-].[H-].[H-].[S:7]1[C:11]2[CH:12]=[CH:13][CH:14]=[CH:15][C:10]=2[CH:9]=[C:8]1[C:16](OCC)=[O:17].Cl, predict the reaction product. (7) Given the reactants [Cl:1][C:2]1[C:11]2[C:6](=[CH:7][CH:8]=[CH:9][CH:10]=2)[C:5]([CH2:12][C:13]2[CH:18]=[CH:17][N:16]=[CH:15][CH:14]=2)=[N:4][N:3]=1.[C:19]1([C@@H:25]([NH2:27])[CH3:26])[CH:24]=[CH:23][CH:22]=[CH:21][CH:20]=1.C(O)CCC, predict the reaction product. The product is: [ClH:1].[ClH:1].[C:19]1([C@H:25]([NH:27][C:2]2[C:11]3[C:6](=[CH:7][CH:8]=[CH:9][CH:10]=3)[C:5]([CH2:12][C:13]3[CH:18]=[CH:17][N:16]=[CH:15][CH:14]=3)=[N:4][N:3]=2)[CH3:26])[CH:24]=[CH:23][CH:22]=[CH:21][CH:20]=1.